Dataset: Reaction yield outcomes from USPTO patents with 853,638 reactions. Task: Predict the reaction yield, written as a fraction of the theoretical maximum amount of product (1.0 means a 100% yield; for example, 0.34 means a 34% yield). (1) The reactants are Cl.[F:2][C:3]1[CH:4]=[C:5]([NH:10][CH:11]([C:15]2[CH:20]=[CH:19][CH:18]=[CH:17][CH:16]=2)[C:12]([OH:14])=[O:13])[CH:6]=[CH:7][C:8]=1[CH3:9].C1C=CC2N(O)N=NC=2C=1.CCN(C(C)C)C(C)C.[N:40]12[CH2:47][CH2:46][CH:43]([CH2:44][CH2:45]1)[C@@H:42](O)[CH2:41]2. The catalyst is C(#N)C. The product is [N:40]12[CH2:47][CH2:46][CH:43]([CH2:44][CH2:45]1)[C@@H:42]([O:13][C:12](=[O:14])[CH:11]([NH:10][C:5]1[CH:6]=[CH:7][C:8]([CH3:9])=[C:3]([F:2])[CH:4]=1)[C:15]1[CH:16]=[CH:17][CH:18]=[CH:19][CH:20]=1)[CH2:41]2. The yield is 1.00. (2) The reactants are [NH2:1][C:2]1[CH:7]=[CH:6][C:5]([S:8]C#N)=[CH:4][C:3]=1[C:11]#[N:12].I[CH:14](C)C.[OH-].[Na+].C1O[CH2:32][CH2:31]OCCOCCOCCOC1.[BH4-].[Na+]. The catalyst is O1CCCC1. The product is [NH2:1][C:2]1[CH:7]=[CH:6][C:5]([S:8][CH:31]([CH3:32])[CH3:14])=[CH:4][C:3]=1[C:11]#[N:12]. The yield is 0.940. (3) The reactants are [CH3:1][O:2][C:3](=[O:24])[CH2:4][CH2:5][CH2:6][C:7](=[O:23])[NH:8][C:9]1[CH:14]=[CH:13][C:12]([CH2:15][CH2:16][CH:17]([S:19]C(=O)C)[CH3:18])=[CH:11][CH:10]=1.C(=O)([O-])[O-].[K+].[K+]. The catalyst is CO. The product is [CH3:1][O:2][C:3](=[O:24])[CH2:4][CH2:5][CH2:6][C:7](=[O:23])[NH:8][C:9]1[CH:10]=[CH:11][C:12]([CH2:15][CH2:16][CH:17]([SH:19])[CH3:18])=[CH:13][CH:14]=1. The yield is 0.740.